The task is: Predict the product of the given reaction.. This data is from Forward reaction prediction with 1.9M reactions from USPTO patents (1976-2016). (1) Given the reactants [Cl:1][C:2]1[CH:7]=[CH:6][CH:5]=[CH:4][C:3]=1[C:8]1[C:14]2[CH:15]=[C:16]([CH3:20])[C:17]([CH3:19])=[CH:18][C:13]=2[NH:12][C:11](=S)[CH2:10][N:9]=1.CO[C:24](OC)([N:26](C)C)[CH3:25].[NH2:31]N, predict the reaction product. The product is: [Cl:1][C:2]1[CH:7]=[CH:6][CH:5]=[CH:4][C:3]=1[C:8]1[C:14]2[CH:15]=[C:16]([CH3:20])[C:17]([CH3:19])=[CH:18][C:13]=2[N:12]=[C:11]2[NH:31][NH:26][C:24]([CH3:25])=[C:10]2[N:9]=1. (2) Given the reactants [Cl:1][C:2]1[N:3]=[C:4]([NH:13][C:14]2[CH:15]=[N:16][N:17]([CH:19]3[CH2:24][CH2:23][NH:22][CH2:21][CH2:20]3)[CH:18]=2)[C:5]([C:10]([NH2:12])=[O:11])=[N:6][C:7]=1[CH2:8][CH3:9].C(N(C(C)C)CC)(C)C.Br[CH2:35][CH2:36][O:37][CH3:38], predict the reaction product. The product is: [Cl:1][C:2]1[N:3]=[C:4]([NH:13][C:14]2[CH:15]=[N:16][N:17]([CH:19]3[CH2:24][CH2:23][N:22]([CH2:35][CH2:36][O:37][CH3:38])[CH2:21][CH2:20]3)[CH:18]=2)[C:5]([C:10]([NH2:12])=[O:11])=[N:6][C:7]=1[CH2:8][CH3:9].